From a dataset of Forward reaction prediction with 1.9M reactions from USPTO patents (1976-2016). Predict the product of the given reaction. (1) Given the reactants [CH2:1]([O:3][C:4](=[O:18])[CH:5]([O:15][CH2:16][CH3:17])[CH2:6][C:7]1[CH:12]=[CH:11][C:10]([OH:13])=[CH:9][C:8]=1[CH3:14])[CH3:2].[CH:19]1([CH:22]([C:24]2[S:28][C:27]([C:29]3[CH:34]=[CH:33][C:32]([C:35]([F:38])([F:37])[F:36])=[CH:31][CH:30]=3)=[N:26][C:25]=2[CH3:39])O)[CH2:21][CH2:20]1.C(P(CCCC)CCCC)CCC.CN(C)C(N=NC(N(C)C)=O)=O, predict the reaction product. The product is: [CH2:1]([O:3][C:4](=[O:18])[CH:5]([O:15][CH2:16][CH3:17])[CH2:6][C:7]1[CH:12]=[CH:11][C:10]([O:13][CH:22]([CH:19]2[CH2:20][CH2:21]2)[C:24]2[S:28][C:27]([C:29]3[CH:30]=[CH:31][C:32]([C:35]([F:37])([F:38])[F:36])=[CH:33][CH:34]=3)=[N:26][C:25]=2[CH3:39])=[CH:9][C:8]=1[CH3:14])[CH3:2]. (2) Given the reactants [N-:1]=[N+:2]=[N-:3].[Na+].[C:5]([NH:8][C@H:9]1[C@H:14](OS(C2C=CC(C)=CC=2)(=O)=O)[CH2:13][C:12]([C:26]([O:28][CH2:29][CH3:30])=[O:27])=[CH:11][C@H:10]1[O:31][CH:32]([CH2:35][CH3:36])[CH2:33][CH3:34])(=[O:7])[CH3:6], predict the reaction product. The product is: [C:5]([NH:8][C@@H:9]1[C@@H:14]([N:1]=[N+:2]=[N-:3])[CH2:13][C:12]([C:26]([O:28][CH2:29][CH3:30])=[O:27])=[CH:11][C@H:10]1[O:31][CH:32]([CH2:35][CH3:36])[CH2:33][CH3:34])(=[O:7])[CH3:6]. (3) Given the reactants [N:1]1([C:16]([O:18][C:19]([CH3:22])([CH3:21])[CH3:20])=[O:17])[CH2:6][CH2:5][C:4]2([C:15]3[C:10](=[CH:11][CH:12]=[CH:13][CH:14]=3)[CH2:9][CH2:8][CH2:7]2)[CH2:3][CH2:2]1.[Mn]([O-])(=O)(=O)=[O:24].[K+], predict the reaction product. The product is: [O:24]=[C:9]1[C:10]2[C:15](=[CH:14][CH:13]=[CH:12][CH:11]=2)[C:4]2([CH2:5][CH2:6][N:1]([C:16]([O:18][C:19]([CH3:22])([CH3:21])[CH3:20])=[O:17])[CH2:2][CH2:3]2)[CH2:7][CH2:8]1. (4) Given the reactants [CH3:1][C:2]1[C:6]([CH2:7][N:8]2[CH:12]=[C:11]([N:13]3[C:17](=[O:18])[CH2:16][N:15]([CH2:19][C:20]4[CH:25]=[CH:24][CH:23]=[CH:22][C:21]=4[OH:26])[C:14]3=[O:27])[CH:10]=[N:9]2)=[C:5]([CH3:28])[O:4][N:3]=1.[CH3:29][O:30][CH2:31][CH2:32]Br, predict the reaction product. The product is: [CH3:1][C:2]1[C:6]([CH2:7][N:8]2[CH:12]=[C:11]([N:13]3[C:17](=[O:18])[CH2:16][N:15]([CH2:19][C:20]4[CH:25]=[CH:24][CH:23]=[CH:22][C:21]=4[O:26][CH2:32][CH2:31][O:30][CH3:29])[C:14]3=[O:27])[CH:10]=[N:9]2)=[C:5]([CH3:28])[O:4][N:3]=1. (5) Given the reactants [F:1][C:2]([C:5]1[CH:12]=[CH:11][C:8]([C:9]#[N:10])=[CH:7][CH:6]=1)([CH3:4])[CH3:3].Cl.[NH2:14][OH:15].C(N(CC)CC)C, predict the reaction product. The product is: [F:1][C:2]([C:5]1[CH:12]=[CH:11][C:8]([C:9](=[N:14][OH:15])[NH2:10])=[CH:7][CH:6]=1)([CH3:4])[CH3:3]. (6) Given the reactants [CH3:1][O:2][C:3](=[O:28])[CH:4]=[CH:5][C:6]12[CH2:13][CH2:12][C:9]([C:14]3[NH:22][C:21]4[C:20](=[O:23])[NH:19][C:18](=[O:24])[N:17]([CH2:25][CH2:26][CH3:27])[C:16]=4[N:15]=3)([CH2:10][CH2:11]1)[CH2:8][CH2:7]2, predict the reaction product. The product is: [CH3:1][O:2][C:3](=[O:28])[CH2:4][CH2:5][C:6]12[CH2:11][CH2:10][C:9]([C:14]3[NH:22][C:21]4[C:20](=[O:23])[NH:19][C:18](=[O:24])[N:17]([CH2:25][CH2:26][CH3:27])[C:16]=4[N:15]=3)([CH2:8][CH2:7]1)[CH2:12][CH2:13]2. (7) Given the reactants [C:1]1([C:8]2[CH:14]=[CH:13][C:11]([NH2:12])=[CH:10][CH:9]=2)[CH:7]=[CH:6][C:4]([NH2:5])=[CH:3][CH:2]=1.ClC1C=C(C2C=CC(N)=C(Cl)C=2)C=CC=1[NH2:22].[NH3:31], predict the reaction product. The product is: [NH2:31][C:10]1[CH:9]=[C:8]([C:1]2[CH:2]=[CH:3][C:4]([NH2:5])=[C:6]([NH2:22])[CH:7]=2)[CH:14]=[CH:13][C:11]=1[NH2:12]. (8) Given the reactants [F:1][C:2]1[CH:3]=[C:4]([N:9]2[C:14](=[O:15])[C:13]([C:16]([O:18]CC)=[O:17])=[N:12][C:11]3[CH:21]=[CH:22][CH:23]=[N:24][C:10]2=3)[CH:5]=[CH:6][C:7]=1[CH3:8].C(=O)([O-])[O-].[K+].[K+].O, predict the reaction product. The product is: [F:1][C:2]1[CH:3]=[C:4]([N:9]2[C:14](=[O:15])[C:13]([C:16]([OH:18])=[O:17])=[N:12][C:11]3[CH:21]=[CH:22][CH:23]=[N:24][C:10]2=3)[CH:5]=[CH:6][C:7]=1[CH3:8]. (9) Given the reactants [S:1]1[C:5]2[CH:6]=[CH:7][CH:8]=[CH:9][C:4]=2[N:3]=[C:2]1[N:10]1[C:14](=[O:15])[C:13](=[CH:16][N:17](C)C)[C:12]([C:20]2[CH:25]=[CH:24][CH:23]=[CH:22][CH:21]=2)=[N:11]1.N, predict the reaction product. The product is: [NH2:17][CH:16]=[C:13]1[C:12]([C:20]2[CH:25]=[CH:24][CH:23]=[CH:22][CH:21]=2)=[N:11][N:10]([C:2]2[S:1][C:5]3[CH:6]=[CH:7][CH:8]=[CH:9][C:4]=3[N:3]=2)[C:14]1=[O:15].